From a dataset of Full USPTO retrosynthesis dataset with 1.9M reactions from patents (1976-2016). Predict the reactants needed to synthesize the given product. (1) Given the product [CH2:12]([N:19]1[CH2:24][CH2:23][C:22]2([CH2:9][C:8](=[O:10])[C:6]3[C:5](=[CH:4][CH:3]=[C:2]([Cl:1])[CH:7]=3)[O:11]2)[CH2:21][CH2:20]1)[C:13]1[CH:18]=[CH:17][CH:16]=[CH:15][CH:14]=1, predict the reactants needed to synthesize it. The reactants are: [Cl:1][C:2]1[CH:3]=[CH:4][C:5]([OH:11])=[C:6]([C:8](=[O:10])[CH3:9])[CH:7]=1.[CH2:12]([N:19]1[CH2:24][CH2:23][C:22](=O)[CH2:21][CH2:20]1)[C:13]1[CH:18]=[CH:17][CH:16]=[CH:15][CH:14]=1.N1CCCC1.O. (2) Given the product [ClH:25].[ClH:25].[C@H:28]1([CH2:38][N:39]2[CH2:44][CH2:43][CH:42]([NH:45][C:20]([C:14]3[NH:15][C:16]4[C:12]([CH:13]=3)=[C:11]([O:10][CH2:9][C:6]3[C:5]5[CH:23]=[CH:24][C:2]([F:1])=[CH:3][C:4]=5[O:8][CH:7]=3)[CH:19]=[CH:18][CH:17]=4)=[O:21])[CH2:41][CH2:40]2)[C@@H:37]2[N:32]([CH2:33][CH2:34][CH2:35][CH2:36]2)[CH2:31][CH2:30][CH2:29]1, predict the reactants needed to synthesize it. The reactants are: [F:1][C:2]1[CH:24]=[CH:23][C:5]2[C:6]([CH2:9][O:10][C:11]3[CH:19]=[CH:18][CH:17]=[C:16]4[C:12]=3[CH:13]=[C:14]([C:20](O)=[O:21])[NH:15]4)=[CH:7][O:8][C:4]=2[CH:3]=1.[ClH:25].Cl.Cl.[C@H:28]1([CH2:38][N:39]2[CH2:44][CH2:43][CH:42]([NH2:45])[CH2:41][CH2:40]2)[C@@H:37]2[N:32]([CH2:33][CH2:34][CH2:35][CH2:36]2)[CH2:31][CH2:30][CH2:29]1. (3) Given the product [Cl:7][C:8]1[CH:16]=[CH:15][C:11]([CH:12]2[NH:1][C:2]([CH3:6])([CH3:5])[CH2:3][O:4]2)=[CH:10][CH:9]=1, predict the reactants needed to synthesize it. The reactants are: [NH2:1][C:2]([CH3:6])([CH3:5])[CH2:3][OH:4].[Cl:7][C:8]1[CH:16]=[CH:15][C:11]([C:12](Cl)=O)=[CH:10][CH:9]=1.O=S(Cl)Cl.[OH-].[Na+].